From a dataset of Forward reaction prediction with 1.9M reactions from USPTO patents (1976-2016). Predict the product of the given reaction. Given the reactants [CH2:1]([O:8][CH2:9][C@@H:10]([NH:14][C:15](=[O:27])[C:16]([NH:19][C:20]([O:22][C:23]([CH3:26])([CH3:25])[CH3:24])=[O:21])([CH3:18])[CH3:17])[C:11]([OH:13])=[O:12])[C:2]1[CH:7]=[CH:6][CH:5]=[CH:4][CH:3]=1, predict the reaction product. The product is: [C:23]([O:22][C:20]([NH:19][C:16]([CH3:18])([CH3:17])[C:15]([NH:14][CH:10]([CH2:9][O:8][CH2:1][CH:2]1[CH2:3][CH2:4][CH2:5][CH2:6][CH2:7]1)[C:11]([OH:13])=[O:12])=[O:27])=[O:21])([CH3:26])([CH3:24])[CH3:25].